From a dataset of Reaction yield outcomes from USPTO patents with 853,638 reactions. Predict the reaction yield, written as a fraction of the theoretical maximum amount of product (1.0 means a 100% yield; for example, 0.34 means a 34% yield). (1) The reactants are [Cl:1][C:2]1[N:7]=[C:6]([C:8](N(OC)C)=[O:9])[CH:5]=[CH:4][N:3]=1.[CH:14]1([Mg]Br)[CH2:16][CH2:15]1. The catalyst is C1COCC1.CCOC(C)=O. The product is [Cl:1][C:2]1[N:7]=[C:6]([C:8]([CH:14]2[CH2:16][CH2:15]2)=[O:9])[CH:5]=[CH:4][N:3]=1. The yield is 0.450. (2) The reactants are C=C[C@@H]1[C@@H]2C[C@H]([C@@H:11]([OH:22])[C:12]3C4C(=CC=CC=4)N=CC=3)N(CC2)C1.N1C=CC=CC=1.[CH3:29][NH:30][C:31]([C:33]1[CH:42]=[CH:41][C:40]2[C:35](=[CH:36][CH:37]=[C:38]([C:43]([C:45]3[N:46]=[CH:47][N:48]([C:50]([C:63]4[CH:68]=[CH:67][CH:66]=[CH:65][CH:64]=4)([C:57]4[CH:62]=[CH:61][CH:60]=[CH:59][CH:58]=4)[C:51]4[CH:56]=[CH:55][CH:54]=[CH:53][CH:52]=4)[CH:49]=3)=[O:44])[CH:39]=2)[CH:34]=1)=[O:32].Cl.[O:70]1CC[CH2:72][CH2:71]1. The catalyst is C(OCC)(=O)C. The product is [OH:44][C@@:43]([C:38]1[CH:37]=[CH:36][C:35]2[C:40](=[CH:41][CH:42]=[C:33]([C:31]([NH:30][CH3:29])=[O:32])[CH:34]=2)[CH:39]=1)([C:45]1[N:46]=[CH:47][N:48]([C:50]([C:51]2[CH:56]=[CH:55][CH:54]=[CH:53][CH:52]=2)([C:57]2[CH:58]=[CH:59][CH:60]=[CH:61][CH:62]=2)[C:63]2[CH:68]=[CH:67][CH:66]=[CH:65][CH:64]=2)[CH:49]=1)[CH2:72][C:71]([O:22][CH2:11][CH3:12])=[O:70]. The yield is 0.830. (3) The reactants are [Br:1][C:2]1[CH:3]=[C:4]([C:8]2[CH:16]=[CH:15][CH:14]=[C:13]3[C:9]=2[CH2:10][C:11](=[O:17])[NH:12]3)[CH:5]=[CH:6][CH:7]=1.[CH3:18][C:19]1[CH:23]=[C:22]([CH3:24])[NH:21][C:20]=1[CH:25]=O. The catalyst is C(O)C.N1CCCCC1. The product is [CH3:18][C:19]1[CH:23]=[C:22]([CH3:24])[NH:21][C:20]=1[CH:25]=[C:10]1[C:9]2[C:13](=[CH:14][CH:15]=[CH:16][C:8]=2[C:4]2[CH:5]=[CH:6][CH:7]=[C:2]([Br:1])[CH:3]=2)[NH:12][C:11]1=[O:17]. The yield is 0.710. (4) The reactants are [C:1]([C:5]1[CH:6]=[C:7]([OH:11])[CH:8]=[CH:9][CH:10]=1)([CH3:4])([CH3:3])[CH3:2].[Cl:12][CH2:13][C:14]([NH:16][CH2:17]O)=[O:15].OS(O)(=O)=O.C([O-])(O)=O.[Na+]. The catalyst is C(O)(=O)C. The product is [C:1]([C:5]1[CH:10]=[CH:9][C:8]([CH2:17][NH:16][C:14](=[O:15])[CH2:13][Cl:12])=[C:7]([OH:11])[CH:6]=1)([CH3:4])([CH3:2])[CH3:3]. The yield is 0.330.